This data is from Reaction yield outcomes from USPTO patents with 853,638 reactions. The task is: Predict the reaction yield, written as a fraction of the theoretical maximum amount of product (1.0 means a 100% yield; for example, 0.34 means a 34% yield). (1) The reactants are [NH2:1][C:2]1[CH:7]=[CH:6][C:5]([NH:8][C:9](=[O:15])/[CH:10]=[CH:11]\[C:12]([OH:14])=[O:13])=[CH:4][CH:3]=1.[OH-:16].[Na+:17]. The catalyst is O. The product is [OH2:13].[OH2:16].[NH2:1][C:2]1[CH:3]=[CH:4][C:5]([NH:8][C:9](=[O:15])/[CH:10]=[CH:11]\[C:12]([O-:14])=[O:13])=[CH:6][CH:7]=1.[Na+:17]. The yield is 0.867. (2) The product is [C:22]([C:2]1[C:7]2[N:8]=[C:9]([C:11]3[CH:16]=[CH:15][C:14]([O:17][CH3:18])=[CH:13][CH:12]=3)[S:10][C:6]=2[CH:5]=[C:4]([O:19][CH3:20])[CH:3]=1)#[N:23]. The catalyst is CN(C=O)C. The yield is 0.960. The reactants are I[C:2]1[C:7]2[N:8]=[C:9]([C:11]3[CH:16]=[CH:15][C:14]([O:17][CH3:18])=[CH:13][CH:12]=3)[S:10][C:6]=2[CH:5]=[C:4]([O:19][CH3:20])[CH:3]=1.[Cu][C:22]#[N:23].Cl. (3) The reactants are [CH3:1][C:2](=[N:6][OH:7])[C:3](=[O:5])[CH3:4].[F:8][C:9]([F:19])([F:18])[C:10]1[CH:17]=[CH:16][C:13]([CH:14]=O)=[CH:12][CH:11]=1.Cl.O1CCOCC1. The catalyst is C(OCC)C.C(O)(=O)C. The product is [CH3:1][C:2]1[N+:6]([O-:7])=[C:14]([C:13]2[CH:12]=[CH:11][C:10]([C:9]([F:8])([F:18])[F:19])=[CH:17][CH:16]=2)[O:5][C:3]=1[CH3:4]. The yield is 0.350. (4) The reactants are [N:1]([C@@H:4]1[CH2:28][CH2:27][C@@:26]2([CH3:29])[C:6](=[CH:7][CH2:8][C@@H:9]3[C@@H:25]2[CH2:24][CH2:23][C@@:22]2([CH3:30])[C@H:10]3[CH2:11][CH2:12][C@@H:13]2[C@H:14]([CH3:21])[CH2:15][CH2:16][CH2:17][CH:18]([CH3:20])[CH3:19])[CH2:5]1)=[N+]=[N-].[H-].[Al+3].[Li+].[H-].[H-].[H-].O.[OH-].[Na+]. The catalyst is C(OCC)C. The product is [NH2:1][C@@H:4]1[CH2:28][CH2:27][C@@:26]2([CH3:29])[C:6](=[CH:7][CH2:8][C@@H:9]3[C@@H:25]2[CH2:24][CH2:23][C@@:22]2([CH3:30])[C@H:10]3[CH2:11][CH2:12][C@@H:13]2[C@H:14]([CH3:21])[CH2:15][CH2:16][CH2:17][CH:18]([CH3:20])[CH3:19])[CH2:5]1. The yield is 0.930.